Dataset: Catalyst prediction with 721,799 reactions and 888 catalyst types from USPTO. Task: Predict which catalyst facilitates the given reaction. (1) Reactant: [Br:1][C:2]1[CH:3]=[C:4]([CH:9]=[C:10](I)[CH:11]=1)[C:5]([O:7][CH3:8])=[O:6].[CH3:13][C:14]1[CH:15]=[CH:16][C:17]([Sn](CCCC)(CCCC)CCCC)=[N:18][CH:19]=1. Product: [Br:1][C:2]1[CH:3]=[C:4]([CH:9]=[C:10]([C:17]2[CH:16]=[CH:15][C:14]([CH3:13])=[CH:19][N:18]=2)[CH:11]=1)[C:5]([O:7][CH3:8])=[O:6]. The catalyst class is: 203. (2) Reactant: C(OC([N:8]1[CH2:20][CH2:19][C:11]2([O:15][N:14]=[C:13]([C:16](O)=[O:17])[CH2:12]2)[CH2:10][CH2:9]1)=O)(C)(C)C.C(Cl)CCl.C1C=CC2N(O)N=[N:31]C=2C=1.C(N)CC1C=CC=CC=1. Product: [O:15]1[C:11]2([CH2:19][CH2:20][NH:8][CH2:9][CH2:10]2)[CH2:12][C:13]([C:16]([NH2:31])=[O:17])=[N:14]1. The catalyst class is: 31. (3) Reactant: F[C:2]1[CH:9]=[CH:8][CH:7]=[CH:6][C:3]=1[CH:4]=[O:5].C(=O)([O-])[O-].[K+].[K+].[S-2:16].[CH3:17][Na]. Product: [CH3:17][S:16][C:2]1[CH:9]=[CH:8][CH:7]=[CH:6][C:3]=1[CH:4]=[O:5]. The catalyst class is: 3. (4) Product: [ClH:27].[NH2:1][C:2]1[C:11]([NH2:12])=[C:10]2[C:5]([C:6](=[O:24])[CH:7]=[C:8]([C:15]3[CH:20]=[CH:19][C:18]([N:21]([CH3:22])[CH3:23])=[CH:17][CH:16]=3)[O:9]2)=[CH:4][CH:3]=1. Reactant: [NH2:1][C:2]1[C:11]([N+:12]([O-])=O)=[C:10]2[C:5]([C:6](=[O:24])[CH:7]=[C:8]([C:15]3[CH:20]=[CH:19][C:18]([N:21]([CH3:23])[CH3:22])=[CH:17][CH:16]=3)[O:9]2)=[CH:4][CH:3]=1.[H][H].[ClH:27]. The catalyst class is: 19. (5) The catalyst class is: 8. Reactant: [Cl:1][C:2]1[CH:22]=[C:21]([CH:23]=O)[CH:20]=[CH:19][C:3]=1[CH2:4][N:5]1[C:9]2=[N:10][C:11]([C:14]([O:16][CH3:17])=[O:15])=[CH:12][CH:13]=[C:8]2[N:7]=[C:6]1[CH3:18].[S:25]1[CH2:29][C:28](=[O:30])[NH:27][C:26]1=[O:31].N1CCCCC1. Product: [Cl:1][C:2]1[CH:22]=[C:21]([CH:23]=[C:29]2[S:25][C:26](=[O:31])[NH:27][C:28]2=[O:30])[CH:20]=[CH:19][C:3]=1[CH2:4][N:5]1[C:9]2=[N:10][C:11]([C:14]([O:16][CH3:17])=[O:15])=[CH:12][CH:13]=[C:8]2[N:7]=[C:6]1[CH3:18].